Dataset: Forward reaction prediction with 1.9M reactions from USPTO patents (1976-2016). Task: Predict the product of the given reaction. (1) Given the reactants [NH2:1][CH2:2][C:3]1[CH:4]=[C:5]([O:24][C:25]2[N:30]=[C:29]([O:31][C@H:32]([CH2:40][CH3:41])[C:33]([O:35][C:36]([CH3:39])([CH3:38])[CH3:37])=[O:34])[C:28]([F:42])=[CH:27][C:26]=2[F:43])[CH:6]=[C:7]([C:9]2[CH:14]=[CH:13][CH:12]=[C:11]([CH2:15][NH:16][C:17]([O:19][C:20]([CH3:23])([CH3:22])[CH3:21])=[O:18])[CH:10]=2)[CH:8]=1.CCN(C(C)C)C(C)C.[Cl:53][CH2:54][CH2:55][CH2:56][S:57](Cl)(=[O:59])=[O:58], predict the reaction product. The product is: [C:20]([O:19][C:17]([NH:16][CH2:15][C:11]1[CH:10]=[C:9]([C:7]2[CH:8]=[C:3]([CH2:2][NH:1][S:57]([CH2:56][CH2:55][CH2:54][Cl:53])(=[O:59])=[O:58])[CH:4]=[C:5]([O:24][C:25]3[N:30]=[C:29]([O:31][C@H:32]([CH2:40][CH3:41])[C:33]([O:35][C:36]([CH3:39])([CH3:38])[CH3:37])=[O:34])[C:28]([F:42])=[CH:27][C:26]=3[F:43])[CH:6]=2)[CH:14]=[CH:13][CH:12]=1)=[O:18])([CH3:22])([CH3:21])[CH3:23]. (2) Given the reactants [NH2:1][C@@H:2]1[CH2:7][CH2:6][C@H:5]([N:8]2[C:13](=[O:14])[C:12]3[CH:15]=[C:16]([F:19])[CH:17]=[N:18][C:11]=3[N:10]([C:20]3[CH:21]=[C:22]([C:26]4[CH:31]=[CH:30][C:29]([CH2:32][N:33]5[CH2:38][CH2:37][CH:36]([N:39]6[CH2:44][CH2:43][CH2:42][CH2:41][CH2:40]6)[CH2:35][CH2:34]5)=[CH:28][CH:27]=4)[CH:23]=[CH:24][CH:25]=3)[C:9]2=[O:45])[CH2:4][CH2:3]1.[CH3:46][N:47]1[C:51]([CH3:52])=[CH:50][C:49]([C:53](O)=[O:54])=[N:48]1, predict the reaction product. The product is: [N:39]1([CH:36]2[CH2:35][CH2:34][N:33]([CH2:32][C:29]3[CH:28]=[CH:27][C:26]([C:22]4[CH:23]=[CH:24][CH:25]=[C:20]([N:10]5[C:11]6[N:18]=[CH:17][C:16]([F:19])=[CH:15][C:12]=6[C:13](=[O:14])[N:8]([C@@H:5]6[CH2:6][CH2:7][C@H:2]([NH:1][C:53]([C:49]7[CH:50]=[C:51]([CH3:52])[N:47]([CH3:46])[N:48]=7)=[O:54])[CH2:3][CH2:4]6)[C:9]5=[O:45])[CH:21]=4)=[CH:31][CH:30]=3)[CH2:38][CH2:37]2)[CH2:44][CH2:43][CH2:42][CH2:41][CH2:40]1. (3) Given the reactants [F:1][C:2]1[CH:3]=[C:4]([C:10]2[CH:15]=[CH:14][CH:13]=[CH:12][C:11]=2[NH2:16])[CH:5]=[C:6]([F:9])[C:7]=1[F:8].O=C1N(P(Cl)(N2CCOC2=O)=O)CCO1.[CH3:32][C:33]1[S:34][C:35]([C:42](O)=[O:43])=[C:36]([C:38]([F:41])([F:40])[F:39])[N:37]=1.C(N(CC)CC)C, predict the reaction product. The product is: [F:1][C:2]1[CH:3]=[C:4]([C:10]2[CH:15]=[CH:14][CH:13]=[CH:12][C:11]=2[NH:16][C:42]([C:35]2[S:34][C:33]([CH3:32])=[N:37][C:36]=2[C:38]([F:41])([F:40])[F:39])=[O:43])[CH:5]=[C:6]([F:9])[C:7]=1[F:8]. (4) The product is: [ClH:48].[NH2:36][C:5]([CH2:6][OH:7])([CH2:4][OH:3])[CH2:8][CH2:9][C:10]1[CH:23]=[C:22]2[C:13](=[CH:12][CH:11]=1)[CH2:14][C:15]1[CH:16]=[C:17]([C:24](=[O:35])[C:25]3[CH:30]=[CH:29][C:28]([C:31]([F:32])([F:33])[F:34])=[CH:27][CH:26]=3)[CH:18]=[CH:19][C:20]=1[S:21]2. Given the reactants CC1(C)[O:7][CH2:6][C:5]([NH:36]C(=O)OC(C)(C)C)([CH2:8][CH2:9][C:10]2[CH:11]=[CH:12][C:13]3[CH2:14][C:15]4[C:20]([S:21][C:22]=3[CH:23]=2)=[CH:19][CH:18]=[C:17]([C:24](=[O:35])[C:25]2[CH:30]=[CH:29][C:28]([C:31]([F:34])([F:33])[F:32])=[CH:27][CH:26]=2)[CH:16]=4)[CH2:4][O:3]1.C(O)C.[ClH:48], predict the reaction product. (5) Given the reactants [C:1]([O:5][C:6]([N:8]1[CH2:13][CH2:12][CH:11]([C:14]2[CH:19]=[C:18]([Cl:20])[CH:17]=[CH:16][C:15]=2[OH:21])[CH2:10][CH2:9]1)=[O:7])([CH3:4])([CH3:3])[CH3:2].C(=O)([O-])[O-].[K+].[K+].[Cl:28][C:29]1[C:30](F)=[CH:31][C:32]([F:51])=[C:33]([S:35]([N:38]([C:46]2[N:47]=[CH:48][S:49][CH:50]=2)[C:39](=[O:45])[O:40][C:41]([CH3:44])([CH3:43])[CH3:42])(=[O:37])=[O:36])[CH:34]=1.C(O)(=O)CC(CC(O)=O)(C(O)=O)O, predict the reaction product. The product is: [C:1]([O:5][C:6]([N:8]1[CH2:9][CH2:10][CH:11]([C:14]2[CH:19]=[C:18]([Cl:20])[CH:17]=[CH:16][C:15]=2[O:21][C:30]2[CH:31]=[C:32]([F:51])[C:33]([S:35]([N:38]([C:39]([O:40][C:41]([CH3:43])([CH3:42])[CH3:44])=[O:45])[C:46]3[N:47]=[CH:48][S:49][CH:50]=3)(=[O:37])=[O:36])=[CH:34][C:29]=2[Cl:28])[CH2:12][CH2:13]1)=[O:7])([CH3:4])([CH3:2])[CH3:3]. (6) The product is: [C:1]1([S:7]([N:10]2[C:18]3[C:13](=[CH:14][CH:15]=[C:16]([O:19][CH3:20])[CH:17]=3)[C:12]([CH2:21][C:22]3[N:27]=[C:26]([C:28]([NH:41][S:38]([CH3:37])(=[O:40])=[O:39])=[O:30])[CH:25]=[CH:24][CH:23]=3)=[C:11]2[C:31]2[CH:32]=[CH:33][CH:34]=[CH:35][CH:36]=2)(=[O:9])=[O:8])[CH:6]=[CH:5][CH:4]=[CH:3][CH:2]=1. Given the reactants [C:1]1([S:7]([N:10]2[C:18]3[C:13](=[CH:14][CH:15]=[C:16]([O:19][CH3:20])[CH:17]=3)[C:12]([CH2:21][C:22]3[N:27]=[C:26]([C:28]([OH:30])=O)[CH:25]=[CH:24][CH:23]=3)=[C:11]2[C:31]2[CH:36]=[CH:35][CH:34]=[CH:33][CH:32]=2)(=[O:9])=[O:8])[CH:6]=[CH:5][CH:4]=[CH:3][CH:2]=1.[CH3:37][S:38]([NH2:41])(=[O:40])=[O:39].Cl.C(N=C=NCCCN(C)C)C.Cl, predict the reaction product.